Predict the reactants needed to synthesize the given product. From a dataset of Full USPTO retrosynthesis dataset with 1.9M reactions from patents (1976-2016). (1) Given the product [NH3:7].[C:1]([O:5][C:6](=[O:42])[N:7]([C:8]1[C:9]2[N:10]([N:27]=[CH:28][N:29]=2)[C:11]([C:44]2[O:48][CH:47]=[C:46]([C:49](=[O:50])[NH2:51])[CH:45]=2)=[CH:12][N:13]=1)[C:30]1[CH:35]=[CH:34][C:33]([N:36]2[CH2:41][CH2:40][O:39][CH2:38][CH2:37]2)=[CH:32][CH:31]=1)([CH3:3])([CH3:4])[CH3:2], predict the reactants needed to synthesize it. The reactants are: [C:1]([O:5][C:6](=[O:42])[N:7]([C:30]1[CH:35]=[CH:34][C:33]([N:36]2[CH2:41][CH2:40][O:39][CH2:38][CH2:37]2)=[CH:32][CH:31]=1)[C:8]1[C:9]2[N:10]([N:27]=[CH:28][N:29]=2)[C:11]([Sn](CCCC)(CCCC)CCCC)=[CH:12][N:13]=1)([CH3:4])([CH3:3])[CH3:2].Br[C:44]1[O:48][CH:47]=[C:46]([C:49]([NH2:51])=[O:50])[CH:45]=1. (2) Given the product [CH3:1][C:2]([CH3:16])([CH3:15])[C:3]([O:5][CH2:6][C@H:7]([OH:14])[C:8]1[CH:9]=[N:10][CH:11]=[CH:12][CH:13]=1)=[O:4], predict the reactants needed to synthesize it. The reactants are: [CH3:1][C:2]([CH3:16])([CH3:15])[C:3]([O:5][CH2:6][C:7](=[O:14])[C:8]1[CH:9]=[N:10][CH:11]=[CH:12][CH:13]=1)=[O:4].O=C[C@@H]([C@H]([C@@H]([C@@H](CO)O)O)O)O.CCC(COC(C(N(CC[NH+](C)C)C)=O)(C1C=CC=CC=1)C1C=CC=CC=1)CC.[Cl-].[OH-].[Na+].